This data is from Reaction yield outcomes from USPTO patents with 853,638 reactions. The task is: Predict the reaction yield, written as a fraction of the theoretical maximum amount of product (1.0 means a 100% yield; for example, 0.34 means a 34% yield). The reactants are [CH2:1]([C:6]1[CH:11]=[CH:10][N:9]=[C:8](C(O)=O)[CH:7]=1)[CH2:2][CH2:3][CH2:4][CH3:5].C(C1C=CN=CC=1)CCCC.[OH:26]O. The catalyst is C(O)(=O)C.C(Cl)Cl. The product is [CH2:1]([C:6]1[CH:11]=[CH:10][N+:9]([O-:26])=[CH:8][CH:7]=1)[CH2:2][CH2:3][CH2:4][CH3:5]. The yield is 1.00.